This data is from Forward reaction prediction with 1.9M reactions from USPTO patents (1976-2016). The task is: Predict the product of the given reaction. (1) Given the reactants [C:9](O[C:9]([O:11][C:12]([CH3:15])([CH3:14])[CH3:13])=[O:10])([O:11][C:12]([CH3:15])([CH3:14])[CH3:13])=[O:10].[CH3:16][O:17][N:18]([CH3:33])[C:19](=[O:32])[C:20]1[CH:25]=[CH:24][CH:23]=[C:22]([CH2:26][NH:27][CH2:28][CH2:29][O:30][CH3:31])[N:21]=1.CO, predict the reaction product. The product is: [CH3:16][O:17][N:18]([CH3:33])[C:19]([C:20]1[N:21]=[C:22]([CH2:26][N:27]([CH2:28][CH2:29][O:30][CH3:31])[C:9](=[O:10])[O:11][C:12]([CH3:13])([CH3:14])[CH3:15])[CH:23]=[CH:24][CH:25]=1)=[O:32]. (2) Given the reactants [C:1]1([S:7]([C:10]2[CH:11]=[CH:12][C:13]3[O:22][C:21]4[CH2:20][CH2:19][NH:18][CH2:17][C:16]=4[C:14]=3[CH:15]=2)(=[O:9])=[O:8])[CH:6]=[CH:5][CH:4]=[CH:3][CH:2]=1.[ClH:23], predict the reaction product. The product is: [ClH:23].[C:1]1([S:7]([C:10]2[CH:11]=[CH:12][C:13]3[O:22][C:21]4[CH2:20][CH2:19][NH:18][CH2:17][C:16]=4[C:14]=3[CH:15]=2)(=[O:9])=[O:8])[CH:6]=[CH:5][CH:4]=[CH:3][CH:2]=1. (3) Given the reactants [Cl:1][C:2]1[CH:10]=[C:9]2[C:5]([C:6]([C:11]([N:13]3[CH2:18][CH2:17][CH:16]([C:19]4[CH:24]=[CH:23][CH:22]=[CH:21][C:20]=4[O:25][CH3:26])[CH2:15][CH2:14]3)=[O:12])=[CH:7][NH:8]2)=[CH:4][CH:3]=1.Cl[CH2:28][C:29]1[CH:34]=[C:33]([F:35])[CH:32]=[C:31]([F:36])[CH:30]=1, predict the reaction product. The product is: [Cl:1][C:2]1[CH:10]=[C:9]2[C:5]([C:6]([C:11]([N:13]3[CH2:18][CH2:17][CH:16]([C:19]4[CH:24]=[CH:23][CH:22]=[CH:21][C:20]=4[O:25][CH3:26])[CH2:15][CH2:14]3)=[O:12])=[CH:7][N:8]2[CH2:28][C:29]2[CH:34]=[C:33]([F:35])[CH:32]=[C:31]([F:36])[CH:30]=2)=[CH:4][CH:3]=1. (4) Given the reactants [OH:1][C:2]1[CH:7]=[C:6]([C:8]2[CH:9]=[N:10][NH:11][CH:12]=2)[CH:5]=[CH:4][C:3]=1[C:13]1[N:18]=[N:17][C:16]([N:19]2[CH2:23][C@@H:22]3[CH2:24][N:25](C(OC(C)(C)C)=O)[CH2:26][C@@H:21]3[CH2:20]2)=[CH:15][CH:14]=1.Cl.N, predict the reaction product. The product is: [CH2:20]1[C@@H:21]2[CH2:26][NH:25][CH2:24][C@@H:22]2[CH2:23][N:19]1[C:16]1[N:17]=[N:18][C:13]([C:3]2[CH:4]=[CH:5][C:6]([C:8]3[CH:9]=[N:10][NH:11][CH:12]=3)=[CH:7][C:2]=2[OH:1])=[CH:14][CH:15]=1. (5) Given the reactants [OH:1][C:2]1[N:6]([CH3:7])[N:5]=[C:4]([C:8]([F:11])([F:10])[F:9])[CH:3]=1.[OH-].[Na+].[CH2:14]=O.[C:16]1([SH:22])[CH:21]=[CH:20][CH:19]=[CH:18][CH:17]=1.Cl, predict the reaction product. The product is: [OH:1][C:2]1[N:6]([CH3:7])[N:5]=[C:4]([C:8]([F:11])([F:10])[F:9])[C:3]=1[CH2:14][S:22][C:16]1[CH:21]=[CH:20][CH:19]=[CH:18][CH:17]=1. (6) Given the reactants ClC1[C:7]([C:8]([NH2:10])=O)=[CH:6][N:5]=C(Cl)C=1.F[C:13](F)(F)[C:14]1[CH:15]=[C:16]([CH:26]=[CH:27][CH:28]=1)OOC1C=CC(O)=CC=1.[C:31](OC(=O)N[C@H]1CCNC1)(C)(C)[CH3:32].C(O)(=[O:47])C=C.[C:49]([C:52]1[CH:53]=[CH:54][C:55]([C:72]2[CH2:77][CH2:76][N:75]([C:78]([O:80]C(C)(C)C)=O)[CH2:74]C=2)=[N:56][C:57]=1NC1C=CC(CCN2CCCC2)=CC=1)(=[O:51])[NH2:50], predict the reaction product. The product is: [C:78]([N:75]1[CH2:76][CH2:77][CH:72]([C:55]2[CH:54]=[C:53]([O:47][C:7]3[CH:8]=[N:10][N:5]([CH2:13][C:14]4[CH:28]=[CH:27][CH:26]=[CH:16][CH:15]=4)[CH:6]=3)[C:52]([C:49]([NH2:50])=[O:51])=[CH:57][N:56]=2)[CH2:74]1)(=[O:80])[CH:31]=[CH2:32]. (7) The product is: [F:15][C:16]1[CH:21]=[CH:20][CH:19]=[CH:18][C:17]=1[C:2]1[C:11]2[C:6](=[CH:7][CH:8]=[CH:9][CH:10]=2)[C:5](=[O:12])[O:4][C:3]=1[CH2:13][OH:14]. Given the reactants Br[C:2]1[C:11]2[C:6](=[CH:7][CH:8]=[CH:9][CH:10]=2)[C:5](=[O:12])[O:4][C:3]=1[CH2:13][OH:14].[F:15][C:16]1[CH:21]=[CH:20][CH:19]=[CH:18][C:17]=1B(O)O.C([O-])([O-])=O.[Cs+].[Cs+], predict the reaction product.